This data is from Full USPTO retrosynthesis dataset with 1.9M reactions from patents (1976-2016). The task is: Predict the reactants needed to synthesize the given product. (1) Given the product [CH2:1]([CH:8]1[CH2:13][NH:12][C:11](=[O:21])[C:10]2[CH:22]=[C:23]([C:25]3[CH:26]=[CH:27][CH:28]=[C:29]4[C:34]=3[N:33]=[CH:32][CH:31]=[CH:30]4)[NH:24][C:9]1=2)[C:2]1[CH:3]=[CH:4][CH:5]=[CH:6][CH:7]=1, predict the reactants needed to synthesize it. The reactants are: [CH2:1]([CH:8]1[CH2:13][N:12](C(OC(C)(C)C)=O)[C:11](=[O:21])[C:10]2[CH:22]=[C:23]([C:25]3[CH:26]=[CH:27][CH:28]=[C:29]4[C:34]=3[N:33]=[CH:32][CH:31]=[CH:30]4)[NH:24][C:9]1=2)[C:2]1[CH:7]=[CH:6][CH:5]=[CH:4][CH:3]=1.C(O)(C(F)(F)F)=O. (2) Given the product [CH3:45][N:46]([CH3:55])[C:47]1[CH:54]=[CH:53][C:50]([CH2:51][NH:52][C:20]([C:17]2[CH:16]=[CH:15][C:14]([C:3]3[CH:4]=[C:5]([C:8]4[O:9][C:10]([CH3:13])=[N:11][N:12]=4)[CH:6]=[CH:7][C:2]=3[CH3:1])=[CH:19][CH:18]=2)=[O:21])=[CH:49][CH:48]=1, predict the reactants needed to synthesize it. The reactants are: [CH3:1][C:2]1[CH:7]=[CH:6][C:5]([C:8]2[O:9][C:10]([CH3:13])=[N:11][N:12]=2)=[CH:4][C:3]=1[C:14]1[CH:19]=[CH:18][C:17]([C:20](O)=[O:21])=[CH:16][CH:15]=1.C1C=CC2N(O)N=NC=2C=1.Cl.CN(C)CCCN=C=NCC.[CH3:45][N:46]([CH3:55])[C:47]1[CH:54]=[CH:53][C:50]([CH2:51][NH2:52])=[CH:49][CH:48]=1.